Predict the product of the given reaction. From a dataset of Forward reaction prediction with 1.9M reactions from USPTO patents (1976-2016). (1) Given the reactants [CH3:1][O:2][C:3]1[N:8]=[CH:7][C:6]([CH:9]([NH2:12])[CH2:10][CH3:11])=[CH:5][CH:4]=1.[O:13]=[C:14]1[CH2:19][N:18]([C:20](OC2C=CC([N+]([O-])=O)=CC=2)=[O:21])[C:17]2[N:32]=[CH:33][CH:34]=[CH:35][C:16]=2[NH:15]1.C(N(CC)CC)C, predict the reaction product. The product is: [CH3:1][O:2][C:3]1[N:8]=[CH:7][C:6]([CH:9]([NH:12][C:20]([N:18]2[CH2:19][C:14](=[O:13])[NH:15][C:16]3[CH:35]=[CH:34][CH:33]=[N:32][C:17]2=3)=[O:21])[CH2:10][CH3:11])=[CH:5][CH:4]=1. (2) Given the reactants Cl[C:2]1[CH:11]=[CH:10][C:9]2[C:8]([C:12]([NH:14][CH2:15][CH:16]3[CH2:21][CH2:20][CH2:19][CH2:18][CH2:17]3)=[O:13])=[C:7]([Cl:22])[CH:6]=[CH:5][C:4]=2[N:3]=1.[NH:23]1[CH2:28][CH2:27][CH:26]([CH2:29][C:30]([O:32][CH2:33][CH3:34])=[O:31])[CH2:25][CH2:24]1, predict the reaction product. The product is: [CH2:33]([O:32][C:30](=[O:31])[CH2:29][CH:26]1[CH2:27][CH2:28][N:23]([C:2]2[CH:11]=[CH:10][C:9]3[C:4](=[CH:5][CH:6]=[C:7]([Cl:22])[C:8]=3[C:12]([NH:14][CH2:15][CH:16]3[CH2:21][CH2:20][CH2:19][CH2:18][CH2:17]3)=[O:13])[N:3]=2)[CH2:24][CH2:25]1)[CH3:34]. (3) Given the reactants [CH3:1][O:2][C:3]1[C:4]([N+:21]([O-])=O)=[C:5]([CH:18]=[CH:19][CH:20]=1)[CH:6]=[C:7]([C:13]([O:15][CH2:16][CH3:17])=[O:14])[C:8](OCC)=[O:9], predict the reaction product. The product is: [CH3:1][O:2][C:3]1[CH:20]=[CH:19][CH:18]=[C:5]2[C:4]=1[NH:21][C:8](=[O:9])[C:7]([C:13]([O:15][CH2:16][CH3:17])=[O:14])=[CH:6]2.